Dataset: Reaction yield outcomes from USPTO patents with 853,638 reactions. Task: Predict the reaction yield, written as a fraction of the theoretical maximum amount of product (1.0 means a 100% yield; for example, 0.34 means a 34% yield). (1) The reactants are [C:1]([O:4][C@H:5]([CH3:25])[CH2:6][CH2:7][CH2:8][CH2:9][N:10]1[C:15](=[O:16])[C:14]2[C:17]([CH3:22])=[CH:18][C:19](=[O:21])[NH:20][C:13]=2[N:12]([CH3:23])[C:11]1=[O:24])(=[O:3])[CH3:2].N1C=CC=CC=1.[F:32][C:33]([F:46])([F:45])[S:34](O[S:34]([C:33]([F:46])([F:45])[F:32])(=[O:36])=[O:35])(=[O:36])=[O:35]. No catalyst specified. The product is [C:1]([O:4][C@H:5]([CH3:25])[CH2:6][CH2:7][CH2:8][CH2:9][N:10]1[C:15](=[O:16])[C:14]2[C:17]([CH3:22])=[CH:18][C:19]([O:21][S:34]([C:33]([F:46])([F:45])[F:32])(=[O:36])=[O:35])=[N:20][C:13]=2[N:12]([CH3:23])[C:11]1=[O:24])(=[O:3])[CH3:2]. The yield is 0.670. (2) The reactants are [C:1]([OH:8])(=[O:7])/[CH:2]=[CH:3]/[CH2:4][CH2:5][CH3:6].C(=O)(O)[O-:10].[Na+].OOS([O-])=O.[K+].[Na+].[Na+].C(N(CC(O)=O)CC(O)=O)N(CC([O-])=O)CC([O-])=O.Cl. The catalyst is CC(C)=O.O. The product is [CH2:4]([CH:3]1[O:10][CH:2]1[C:1]([OH:8])=[O:7])[CH2:5][CH3:6]. The yield is 0.760. (3) The reactants are C([O-])(=O)C.[Na+].II.[CH3:8][CH2:9][C@@H:10]([OH:57])[C@@:11]([OH:56])([C@@H:13]1[O:26][C:24](=[O:25])[C@H:23]([CH3:27])[C@@H:22]([O:28][C@@H:29]2[O:34][C@@H:33]([CH3:35])[C@H:32]([OH:36])[C@@:31]([O:38][CH3:39])([CH3:37])[CH2:30]2)[C@H:21]([CH3:40])[C@@H:20]([O:41][C@@H:42]2[O:47][C@H:46]([CH3:48])[CH2:45][C@H:44]([N:49](C)[CH3:50])[C@H:43]2[OH:52])[C@:18]2([CH3:53])[O:19][C:15](=[C:16]([CH3:54])[CH2:17]2)[C@@H:14]1[CH3:55])[CH3:12].[OH-].[Na+]. The catalyst is N.O.CO. The product is [CH3:8][CH2:9][C@@H:10]([OH:57])[C@@:11]([OH:56])([C@H:13]1[O:26][C:24](=[O:25])[C@H:23]([CH3:27])[C@@H:22]([O:28][C@@H:29]2[O:34][C@@H:33]([CH3:35])[C@H:32]([OH:36])[C@@:31]([O:38][CH3:39])([CH3:37])[CH2:30]2)[C@H:21]([CH3:40])[C@@H:20]([O:41][C@@H:42]2[O:47][C@H:46]([CH3:48])[CH2:45][C@H:44]([NH:49][CH3:50])[C@H:43]2[OH:52])[C@:18]2([CH3:53])[O:19][C:15](=[C:16]([CH3:54])[CH2:17]2)[C@@H:14]1[CH3:55])[CH3:12]. The yield is 0.700.